Predict which catalyst facilitates the given reaction. From a dataset of Catalyst prediction with 721,799 reactions and 888 catalyst types from USPTO. (1) Reactant: [CH3:1][O:2][C:3]1[N:8]=[CH:7][C:6]([NH:9][C:10]2[C:15]([C:16]3[N:21]=[C:20]([CH3:22])[N:19]=[C:18](SC)[N:17]=3)=[CH:14][C:13]([CH2:25][N:26]3[CH2:31][CH2:30][O:29][CH2:28][CH2:27]3)=[CH:12][N:11]=2)=[CH:5][CH:4]=1.CO.[NH3:34].CC(O)C. Product: [CH3:1][O:2][C:3]1[N:8]=[CH:7][C:6]([NH:9][C:10]2[C:15]([C:16]3[N:21]=[C:20]([CH3:22])[N:19]=[C:18]([NH2:34])[N:17]=3)=[CH:14][C:13]([CH2:25][N:26]3[CH2:31][CH2:30][O:29][CH2:28][CH2:27]3)=[CH:12][N:11]=2)=[CH:5][CH:4]=1. The catalyst class is: 2. (2) The catalyst class is: 714. Reactant: [CH2:1]([N:4]1[CH2:9][CH2:8][CH:7]([O:10][C:11]2[CH:25]=[CH:24][C:14]3[NH:15][C:16](=[O:23])[C:17]4[CH2:18][CH2:19][CH2:20][NH:21][C:22]=4[C:13]=3[CH:12]=2)[CH2:6][CH2:5]1)[CH2:2][CH3:3].O1CCOCC1.[ClH:32]. Product: [ClH:32].[ClH:32].[CH2:1]([N:4]1[CH2:9][CH2:8][CH:7]([O:10][C:11]2[CH:25]=[CH:24][C:14]3[NH:15][C:16](=[O:23])[C:17]4[CH2:18][CH2:19][CH2:20][NH:21][C:22]=4[C:13]=3[CH:12]=2)[CH2:6][CH2:5]1)[CH2:2][CH3:3]. (3) Reactant: [S:1]=[C:2]1[NH:7][C:6]2[NH:8][C:9](=[O:11])[CH2:10][C:5]=2[C:4](=[O:12])[N:3]1[C:13]1[CH:18]=[CH:17][C:16]([O:19][CH2:20][C:21]([F:24])([F:23])[F:22])=[CH:15][CH:14]=1.C(=O)([O-])O.[Na+].I[CH2:31][C:32]([CH3:35])([CH3:34])[CH3:33].C(#N)C. Product: [CH3:31][C:32]([CH3:35])([CH3:34])[CH2:33][S:1][C:2]1[N:3]([C:13]2[CH:14]=[CH:15][C:16]([O:19][CH2:20][C:21]([F:24])([F:23])[F:22])=[CH:17][CH:18]=2)[C:4](=[O:12])[C:5]2[CH2:10][C:9](=[O:11])[NH:8][C:6]=2[N:7]=1. The catalyst class is: 13. (4) Product: [OH:8][C:9]1[CH:18]=[C:17]2[C:12]([C:13]([O:19][C:20]3[CH:29]=[C:28]4[C:23]([CH:24]=[CH:25][CH:26]=[N:27]4)=[CH:22][CH:21]=3)=[N:14][CH:15]=[N:16]2)=[CH:11][C:10]=1[O:30][CH3:31]. Reactant: C([O:8][C:9]1[CH:18]=[C:17]2[C:12]([C:13]([O:19][C:20]3[CH:29]=[C:28]4[C:23]([CH:24]=[CH:25][CH:26]=[N:27]4)=[CH:22][CH:21]=3)=[N:14][CH:15]=[N:16]2)=[CH:11][C:10]=1[O:30][CH3:31])C1C=CC=CC=1. The catalyst class is: 55. (5) Reactant: [CH3:1][NH:2][NH:3][CH3:4].CCN(C(C)C)C(C)C.[N:14]1[C:23]2[C:18](=[CH:19][C:20]([C:24](Cl)=[O:25])=[CH:21][CH:22]=2)[N:17]=[CH:16][CH:15]=1. Product: [CH3:1][N:2]([C:24]([C:20]1[CH:19]=[C:18]2[C:23](=[CH:22][CH:21]=1)[N:14]=[CH:15][CH:16]=[N:17]2)=[O:25])[NH:3][CH3:4]. The catalyst class is: 2. (6) Reactant: [CH3:1][C:2]1[CH:3]=[CH:4][C:5](S(O)(=O)=O)=[CH:6][CH:7]=1.O.[CH2:13]([NH:20][C:21]1[C:22]([NH2:28])=[CH:23][CH:24]=[C:25]([Br:27])[CH:26]=1)[C:14]1[CH:19]=[CH:18][CH:17]=[CH:16][CH:15]=1.COC(OC)(OC)C1C=CC=CC=1. Product: [CH2:1]([N:28]1[C:22]2[CH:23]=[CH:24][C:25]([Br:27])=[CH:26][C:21]=2[N:20]=[C:13]1[C:14]1[CH:15]=[CH:16][CH:17]=[CH:18][CH:19]=1)[C:2]1[CH:3]=[CH:4][CH:5]=[CH:6][CH:7]=1. The catalyst class is: 2. (7) Reactant: [NH2:1][C:2]1[CH:3]=[CH:4][C:5]([O:8][C:9](=[O:18])[N:10]([CH3:17])[C:11]2[CH:16]=[CH:15][CH:14]=[CH:13][CH:12]=2)=[N:6][CH:7]=1.[C:19]([N:23]=[C:24]=[O:25])([CH3:22])([CH3:21])[CH3:20].O1CCCC1. Product: [C:19]([NH:23][C:24](=[O:25])[NH:1][C:2]1[CH:3]=[CH:4][C:5]([O:8][C:9](=[O:18])[N:10]([CH3:17])[C:11]2[CH:16]=[CH:15][CH:14]=[CH:13][CH:12]=2)=[N:6][CH:7]=1)([CH3:22])([CH3:21])[CH3:20]. The catalyst class is: 4. (8) Reactant: [N+:1]([C:4]1[CH:9]=[CH:8][C:7]([S:10][C:11]2[CH:16]=[CH:15][C:14]([CH:17]3[CH2:25][CH2:24][CH2:23][CH:22]4[N:18]3[CH2:19][CH2:20][CH2:21]4)=[CH:13][CH:12]=2)=[CH:6][CH:5]=1)([O-])=O. Product: [NH2:1][C:4]1[CH:5]=[CH:6][C:7]([S:10][C:11]2[CH:16]=[CH:15][C:14]([CH:17]3[CH2:25][CH2:24][CH2:23][CH:22]4[N:18]3[CH2:19][CH2:20][CH2:21]4)=[CH:13][CH:12]=2)=[CH:8][CH:9]=1. The catalyst class is: 43. (9) Reactant: [Cl:1][C:2]1[CH:7]=[CH:6][C:5]([N:8]=[C:9]=[S:10])=[C:4]([CH3:11])[CH:3]=1.Cl.[CH3:13][NH:14][O:15][CH2:16][C:17]([OH:19])=[O:18].C(N(CC)CC)C. Product: [Cl:1][C:2]1[CH:7]=[CH:6][C:5]([NH:8][C:9]([N:14]([CH3:13])[O:15][CH2:16][C:17]([OH:19])=[O:18])=[S:10])=[C:4]([CH3:11])[CH:3]=1. The catalyst class is: 22.